Dataset: Forward reaction prediction with 1.9M reactions from USPTO patents (1976-2016). Task: Predict the product of the given reaction. (1) Given the reactants [CH3:1][C:2]1[CH:7]=[C:6]([C:8]([N:10]2[CH2:14][CH2:13][CH2:12][CH:11]2[CH3:15])=[O:9])[C:5]([CH3:16])=[CH:4][C:3]=1[NH:17][C:18]([CH2:20][NH:21][C:22]1[CH:29]=[CH:28][C:25]([C:26]#[N:27])=[CH:24][CH:23]=1)=[O:19].Cl.C([O-])(=O)C.[NH4+:35].ClCl, predict the reaction product. The product is: [CH3:1][C:2]1[CH:7]=[C:6]([C:8]([N:10]2[CH2:14][CH2:13][CH2:12][CH:11]2[CH3:15])=[O:9])[C:5]([CH3:16])=[CH:4][C:3]=1[NH:17][C:18]([CH2:20][NH:21][C:22]1[CH:23]=[CH:24][C:25]([C:26]([NH2:35])=[NH:27])=[CH:28][CH:29]=1)=[O:19]. (2) Given the reactants Br[C:2]1[C:10]2[N:9]3[CH2:11][CH2:12][CH2:13][NH:14][C:15](=[O:16])[C:8]3=[CH:7][C:6]=2[CH:5]=[C:4]([C:17]#[N:18])[CH:3]=1.[Cl:19][C:20]1[CH:25]=[CH:24][C:23](B(O)O)=[CH:22][C:21]=1[F:29], predict the reaction product. The product is: [Cl:19][C:20]1[CH:25]=[CH:24][C:23]([C:2]2[C:10]3[N:9]4[CH2:11][CH2:12][CH2:13][NH:14][C:15](=[O:16])[C:8]4=[CH:7][C:6]=3[CH:5]=[C:4]([C:17]#[N:18])[CH:3]=2)=[CH:22][C:21]=1[F:29]. (3) Given the reactants [NH2:1][CH2:2][CH2:3][CH2:4][OH:5].[CH3:6][C:7]([O:10][C:11](O[C:11]([O:10][C:7]([CH3:9])([CH3:8])[CH3:6])=[O:12])=[O:12])([CH3:9])[CH3:8], predict the reaction product. The product is: [C:7]([O:10][C:11]([NH:1][CH2:2][CH2:3][CH2:4][OH:5])=[O:12])([CH3:9])([CH3:8])[CH3:6]. (4) Given the reactants [NH2:1][CH2:2][C:3]1[N:8]=[CH:7][C:6]([NH:9][C:10]2[CH:15]=[CH:14][C:13]([C:16]([F:19])([F:18])[F:17])=[CH:12][C:11]=2[C:20]([F:23])([F:22])[F:21])=[CH:5][CH:4]=1.[N:24]1[CH:29]=[C:28]([C:30]([NH:32][C:33]2([C:36](O)=[O:37])[CH2:35][CH2:34]2)=[O:31])[CH:27]=[N:26][CH:25]=1, predict the reaction product. The product is: [F:22][C:20]([F:23])([F:21])[C:11]1[CH:12]=[C:13]([C:16]([F:17])([F:18])[F:19])[CH:14]=[CH:15][C:10]=1[NH:9][C:6]1[CH:5]=[CH:4][C:3]([CH2:2][NH:1][C:36]([C:33]2([NH:32][C:30]([C:28]3[CH:27]=[N:26][CH:25]=[N:24][CH:29]=3)=[O:31])[CH2:35][CH2:34]2)=[O:37])=[N:8][CH:7]=1. (5) Given the reactants Cl[CH2:2][C:3]1[CH:7]=[C:6]([C:8]2[CH:13]=[CH:12][C:11]([Cl:14])=[CH:10][CH:9]=2)[O:5][N:4]=1.[CH3:15][O:16][C:17](=[O:31])[CH2:18][O:19][C:20]1[CH:29]=[CH:28][C:27]([SH:30])=[C:26]2[C:21]=1[CH2:22][CH2:23][CH2:24][O:25]2, predict the reaction product. The product is: [CH3:15][O:16][C:17](=[O:31])[CH2:18][O:19][C:20]1[CH:29]=[CH:28][C:27]([S:30][CH2:2][C:3]2[CH:7]=[C:6]([C:8]3[CH:13]=[CH:12][C:11]([Cl:14])=[CH:10][CH:9]=3)[O:5][N:4]=2)=[C:26]2[C:21]=1[CH2:22][CH2:23][CH2:24][O:25]2. (6) Given the reactants CO[C:3]([C:5]1[S:6][CH:7]=[CH:8][C:9]=1[NH2:10])=[O:4].[CH3:11][N:12]1[C:16]([C:17]#[N:18])=[CH:15][C:14]([CH3:19])=[N:13]1.CC(C)([O-])C.[K+], predict the reaction product. The product is: [CH3:11][N:12]1[C:16]([C:17]2[N:18]=[C:3]([OH:4])[C:5]3[S:6][CH:7]=[CH:8][C:9]=3[N:10]=2)=[CH:15][C:14]([CH3:19])=[N:13]1. (7) Given the reactants Cl.Cl[CH2:3][CH2:4][N:5]1[CH2:10][CH2:9][O:8][CH2:7][CH2:6]1.C(N(CC)CC)C.[OH:18][C:19]1[C:27]2[C:22](=[CH:23][CH:24]=[C:25]([N+:28]([O-:30])=[O:29])[CH:26]=2)[N:21]([C:31]([O:33][CH2:34][CH3:35])=[O:32])[N:20]=1.C([O-])(O)=O.[Na+], predict the reaction product. The product is: [O:8]1[CH2:9][CH2:10][N:5]([CH2:4][CH2:3][O:18][C:19]2[C:27]3[C:22](=[CH:23][CH:24]=[C:25]([N+:28]([O-:30])=[O:29])[CH:26]=3)[N:21]([C:31]([O:33][CH2:34][CH3:35])=[O:32])[N:20]=2)[CH2:6][CH2:7]1. (8) Given the reactants [Br:1][C:2]1[CH:3]=[C:4]2[C:9](=[C:10]([Br:12])[CH:11]=1)[O:8][CH2:7][CH2:6][C:5]2=[O:13].C(O)=O.C(N(CC)CC)C.CC1C=CC(S(N[C@H]([C@@H](N)C2C=CC=CC=2)C2C=CC=CC=2)(=O)=O)=CC=1, predict the reaction product. The product is: [Br:1][C:2]1[CH:3]=[C:4]2[C:9](=[C:10]([Br:12])[CH:11]=1)[O:8][CH2:7][CH2:6][C@@H:5]2[OH:13].